From a dataset of Peptide-MHC class I binding affinity with 185,985 pairs from IEDB/IMGT. Regression. Given a peptide amino acid sequence and an MHC pseudo amino acid sequence, predict their binding affinity value. This is MHC class I binding data. (1) The peptide sequence is KLFIRQEEV. The binding affinity (normalized) is 0.0847. The MHC is HLA-B58:01 with pseudo-sequence HLA-B58:01. (2) The peptide sequence is GMFTNRFGSQ. The MHC is HLA-A24:02 with pseudo-sequence HLA-A24:02. The binding affinity (normalized) is 0. (3) The peptide sequence is FANNEFTLV. The MHC is HLA-A02:03 with pseudo-sequence HLA-A02:03. The binding affinity (normalized) is 0.767. (4) The peptide sequence is KRWIIMGLNK. The MHC is HLA-B18:01 with pseudo-sequence HLA-B18:01. The binding affinity (normalized) is 0. (5) The peptide sequence is KLLQTLVLK. The MHC is HLA-A11:01 with pseudo-sequence HLA-A11:01. The binding affinity (normalized) is 0.355. (6) The peptide sequence is CTELKLSDY. The MHC is HLA-A03:01 with pseudo-sequence HLA-A03:01. The binding affinity (normalized) is 0.0847.